From a dataset of Catalyst prediction with 721,799 reactions and 888 catalyst types from USPTO. Predict which catalyst facilitates the given reaction. (1) Reactant: C([NH:8][C:9]([C:14]1[CH2:23][CH2:22][C:21]2[C:16](=[CH:17][CH:18]=[C:19]([O:24]CC3C=CC=CC=3)[CH:20]=2)[CH:15]=1)([CH2:12][OH:13])[CH2:10][OH:11])C1C=CC=CC=1.C(O)C.C(OCC)(=O)C.C(O)(=O)C. Product: [NH2:8][C:9]([CH:14]1[CH2:23][CH2:22][C:21]2[C:16](=[CH:17][CH:18]=[C:19]([OH:24])[CH:20]=2)[CH2:15]1)([CH2:12][OH:13])[CH2:10][OH:11]. The catalyst class is: 45. (2) Reactant: CC(O[CH2:5][C:6]1[C:11]2=[CH:12][CH:13]=[C:14](C=O)[C:10]2=[CH:9]OC=1)=O.C[N:18](C)CCCN. Product: [CH:9]1[NH:18][CH:5]=[CH:6][C:11]2[C:10]=1[CH:14]=[CH:13][CH:12]=2. The catalyst class is: 22. (3) Reactant: FC(F)(F)S(O[C:7]1[CH2:8][CH2:9][N:10]([C:13]([O:15][C:16]([CH3:19])([CH3:18])[CH3:17])=[O:14])[CH2:11][CH:12]=1)(=O)=O.[B:22]1([B:22]2[O:26][C:25]([CH3:28])([CH3:27])[C:24]([CH3:30])([CH3:29])[O:23]2)[O:26][C:25]([CH3:28])([CH3:27])[C:24]([CH3:30])([CH3:29])[O:23]1.C([O-])(=O)C.[K+].C(Cl)Cl. Product: [CH3:29][C:24]1([CH3:30])[C:25]([CH3:28])([CH3:27])[O:26][B:22]([C:7]2[CH2:8][CH2:9][N:10]([C:13]([O:15][C:16]([CH3:19])([CH3:18])[CH3:17])=[O:14])[CH2:11][CH:12]=2)[O:23]1. The catalyst class is: 418. (4) Reactant: C(Cl)(=O)C(Cl)=O.CS(C)=O.[OH:11][CH2:12][CH2:13][CH:14]1[CH2:19][CH2:18][N:17]([C:20]([O:22][C:23]([CH3:26])([CH3:25])[CH3:24])=[O:21])[CH2:16][CH2:15]1. Product: [C:23]([O:22][C:20]([N:17]1[CH2:18][CH2:19][CH:14]([CH2:13][CH:12]=[O:11])[CH2:15][CH2:16]1)=[O:21])([CH3:26])([CH3:25])[CH3:24]. The catalyst class is: 2.